This data is from Catalyst prediction with 721,799 reactions and 888 catalyst types from USPTO. The task is: Predict which catalyst facilitates the given reaction. (1) Reactant: CC1(C)C(C)(C)OB(C2C=CC(CC([NH:18][C:19]3[CH:23]=[C:22]([C:24]4([C:27]([F:30])([F:29])[F:28])[CH2:26][CH2:25]4)[O:21][N:20]=3)=O)=CC=2)O1.[Br:32][C:33]1[CH:38]=[CH:37][C:36]([CH2:39][C:40](Cl)=[O:41])=[C:35]([F:43])[CH:34]=1.N1C=CC=C[CH:45]=1.NC1C=CON=1. Product: [Br:32][C:33]1[CH:38]=[CH:37][C:36]([CH2:39][C:40]([NH:18][C:19]2[CH:23]=[C:22]([C:24]3([C:27]([F:28])([F:29])[F:30])[CH2:26][CH2:25][CH2:45]3)[O:21][N:20]=2)=[O:41])=[C:35]([F:43])[CH:34]=1. The catalyst class is: 230. (2) Reactant: [CH3:1][O:2][C:3]([C:5]1[CH:10]=[CH:9][N:8]=[C:7]([NH2:11])[CH:6]=1)=[O:4].[Br:12][CH2:13][C:14]([C:16]1[CH:21]=[CH:20][C:19]([Cl:22])=[CH:18][CH:17]=1)=O. The catalyst class is: 8. Product: [BrH:12].[Cl:22][C:19]1[CH:20]=[CH:21][C:16]([C:14]2[N:11]=[C:7]3[CH:6]=[C:5]([C:3]([O:2][CH3:1])=[O:4])[CH:10]=[CH:9][N:8]3[CH:13]=2)=[CH:17][CH:18]=1. (3) Reactant: [NH:1]1[CH:5]=[CH:4][N:3]=[C:2]1[CH2:6][C:7]#N.C(O[C:12]([CH:14]1[CH2:19]CC[CH2:16][C:15]1=O)=O)C.[C:21]([O-:24])(=O)[CH3:22].[NH4+:25]. The catalyst class is: 6. Product: [O:24]=[C:21]1[C:22]2[CH2:16][CH2:15][CH:14]([C:19]#[N:25])[CH2:12][C:7]=2[CH:6]=[C:2]2[NH:1][CH:5]=[CH:4][N:3]12.